Dataset: Forward reaction prediction with 1.9M reactions from USPTO patents (1976-2016). Task: Predict the product of the given reaction. (1) Given the reactants [CH2:1]([O:8][C:9]1[CH:14]=[CH:13][C:12]([CH:15]2[CH2:20][CH2:19][N:18](C(OCC3C=CC=CC=3)=O)[CH2:17][CH:16]2[O:31][CH2:32][C:33]2[CH:34]=[CH:35][C:36]3[O:41][CH2:40][CH2:39][N:38]([CH2:42][CH2:43][CH2:44][O:45][CH3:46])[C:37]=3[CH:47]=2)=[CH:11][CH:10]=1)[C:2]1[CH:7]=[CH:6][CH:5]=[CH:4][CH:3]=1.CO.[OH-].[K+], predict the reaction product. The product is: [CH2:1]([O:8][C:9]1[CH:10]=[CH:11][C:12]([CH:15]2[CH2:20][CH2:19][NH:18][CH2:17][CH:16]2[O:31][CH2:32][C:33]2[CH:34]=[CH:35][C:36]3[O:41][CH2:40][CH2:39][N:38]([CH2:42][CH2:43][CH2:44][O:45][CH3:46])[C:37]=3[CH:47]=2)=[CH:13][CH:14]=1)[C:2]1[CH:7]=[CH:6][CH:5]=[CH:4][CH:3]=1. (2) Given the reactants [C:1]([N:9]([CH2:24][CH2:25][CH:26]([C:33]1[CH:38]=[CH:37][CH:36]=[CH:35][CH:34]=1)[C:27]1[CH:32]=[CH:31][CH:30]=[CH:29][CH:28]=1)[CH2:10][CH2:11][CH2:12][C:13]1[CH:14]=[C:15]([CH:21]=[CH:22][CH:23]=1)[O:16][CH2:17][C:18]([OH:20])=[O:19])(=[O:8])[C:2]1[CH:7]=[CH:6][CH:5]=[CH:4][CH:3]=1.[OH-].[Na+:40], predict the reaction product. The product is: [C:1]([N:9]([CH2:24][CH2:25][CH:26]([C:27]1[CH:28]=[CH:29][CH:30]=[CH:31][CH:32]=1)[C:33]1[CH:38]=[CH:37][CH:36]=[CH:35][CH:34]=1)[CH2:10][CH2:11][CH2:12][C:13]1[CH:14]=[C:15]([CH:21]=[CH:22][CH:23]=1)[O:16][CH2:17][C:18]([O-:20])=[O:19])(=[O:8])[C:2]1[CH:3]=[CH:4][CH:5]=[CH:6][CH:7]=1.[Na+:40]. (3) Given the reactants C1C=C(Cl)C=C(C(OO)=O)C=1.[Cl:12][C:13]1[CH:18]=[CH:17][CH:16]=[C:15]([Cl:19])[C:14]=1[N:20]1[CH:31]=[CH:30][C:23]2[N:24]=[C:25](SC)[N:26]=[CH:27][C:22]=2[C:21]1=[O:32].CCN(C(C)C)C(C)C.[NH2:42][C:43]1[CH:44]=[C:45]([CH:55]=[CH:56][CH:57]=1)[CH2:46][NH:47][C:48](=[O:54])[O:49][C:50]([CH3:53])([CH3:52])[CH3:51], predict the reaction product. The product is: [Cl:12][C:13]1[CH:18]=[CH:17][CH:16]=[C:15]([Cl:19])[C:14]=1[N:20]1[CH:31]=[CH:30][C:23]2[N:24]=[C:25]([NH:42][C:43]3[CH:44]=[C:45]([CH:55]=[CH:56][CH:57]=3)[CH2:46][NH:47][C:48](=[O:54])[O:49][C:50]([CH3:53])([CH3:52])[CH3:51])[N:26]=[CH:27][C:22]=2[C:21]1=[O:32]. (4) The product is: [F:20][C:13]1[CH:14]=[CH:15][CH:16]=[C:17]([O:18][CH3:19])[C:12]=1[O:11][C:4]1[CH:3]=[C:2]([O:22][CH3:21])[CH:7]=[CH:6][C:5]=1[N+:8]([O-:10])=[O:9]. Given the reactants F[C:2]1[CH:7]=[CH:6][C:5]([N+:8]([O-:10])=[O:9])=[C:4]([O:11][C:12]2[C:17]([O:18][CH3:19])=[CH:16][CH:15]=[CH:14][C:13]=2[F:20])[CH:3]=1.[CH3:21][O-:22].[Na+].O, predict the reaction product. (5) Given the reactants Cl[S:2]([C:5]1[O:9][C:8]([C:10]([O:12][CH3:13])=[O:11])=[CH:7][CH:6]=1)(=[O:4])=[O:3].[CH3:14][N:15]1[CH2:20][CH2:19][NH:18][CH2:17][CH2:16]1.C(=O)([O-])[O-].[Na+].[Na+].C(OCC)(=O)C, predict the reaction product. The product is: [CH3:14][N:15]1[CH2:20][CH2:19][N:18]([S:2]([C:5]2[O:9][C:8]([C:10]([O:12][CH3:13])=[O:11])=[CH:7][CH:6]=2)(=[O:4])=[O:3])[CH2:17][CH2:16]1. (6) Given the reactants [N:1]1([C:11]([C:13]2[CH:14]=[C:15]([CH:20]=[C:21]([N:23]3[C:32](=[O:33])[C:31]4[C:26](=[CH:27][CH:28]=[CH:29][CH:30]=4)[NH:25][C:24]3=[O:34])[CH:22]=2)[C:16]([O:18]C)=[O:17])=[O:12])[C:10]2[C:5](=[CH:6][CH:7]=[CH:8][CH:9]=2)[CH2:4][CH2:3][CH2:2]1.O.[OH-].[Li+].C1COCC1.Cl, predict the reaction product. The product is: [N:1]1([C:11]([C:13]2[CH:14]=[C:15]([CH:20]=[C:21]([N:23]3[C:32](=[O:33])[C:31]4[C:26](=[CH:27][CH:28]=[CH:29][CH:30]=4)[NH:25][C:24]3=[O:34])[CH:22]=2)[C:16]([OH:18])=[O:17])=[O:12])[C:10]2[C:5](=[CH:6][CH:7]=[CH:8][CH:9]=2)[CH2:4][CH2:3][CH2:2]1. (7) Given the reactants [Cl:1][C:2]([Cl:5])=[CH:3][CH3:4].[Cl-:6].[Al+3].[Cl-:8].[Cl-:9], predict the reaction product. The product is: [Cl:1][C:2]([Cl:9])([Cl:5])[C:3]([Cl:8])([Cl:6])[CH3:4].[Cl:1][C:2]([Cl:8])([Cl:5])[CH:3]([Cl:6])[CH3:4].[ClH:1]. (8) Given the reactants [NH2:1][C:2]1[CH:3]=[N:4][C:5]([O:8][CH3:9])=[CH:6][CH:7]=1.CC[O:12][CH:13]=[C:14]([C:20](OCC)=O)[C:15]([O:17][CH2:18][CH3:19])=[O:16].CCCCC, predict the reaction product. The product is: [CH2:18]([O:17][C:15]([C:14]1[CH:20]=[N:1][C:2]2[C:3]([C:13]=1[OH:12])=[N:4][C:5]([O:8][CH3:9])=[CH:6][CH:7]=2)=[O:16])[CH3:19].